Dataset: Catalyst prediction with 721,799 reactions and 888 catalyst types from USPTO. Task: Predict which catalyst facilitates the given reaction. Reactant: C([O:4][C@@H:5]1[C@@H:10]([O:11]C(=O)C)[CH:9]=[CH:8][O:7][C@H:6]1[CH3:15])(=O)C.C([O-])([O-])=O.[K+].[K+]. Product: [CH3:15][C@H:6]1[C@H:5]([OH:4])[C@@H:10]([OH:11])[CH:9]=[CH:8][O:7]1. The catalyst class is: 5.